This data is from Full USPTO retrosynthesis dataset with 1.9M reactions from patents (1976-2016). The task is: Predict the reactants needed to synthesize the given product. Given the product [Cl:29][C:28]1[C:20]([Cl:19])=[CH:21][C:22]2[N:9]([CH2:36][C:37]3[CH:38]=[C:39]([CH:40]=[CH:41][CH:42]=3)[C:43]#[N:44])[C:24]([CH2:30][C:31]([F:32])([F:33])[F:34])=[N:25][C:26]=2[CH:27]=1, predict the reactants needed to synthesize it. The reactants are: [H-].[Na+].ClC1C2N=C(CC(F)(F)F)[N:9](Cl)C=2C=CC=1.[Cl:19][C:20]1[CH:21]=[C:22]2[C:26](=[CH:27][C:28]=1[Cl:29])[NH:25][C:24]([CH2:30][C:31]([F:34])([F:33])[F:32])=C2.Br[CH2:36][C:37]1[CH:42]=[CH:41][CH:40]=[C:39]([C:43]#[N:44])[CH:38]=1.[NH4+].[Cl-].